Task: Binary Classification. Given a drug SMILES string, predict its activity (active/inactive) in a high-throughput screening assay against a specified biological target.. Dataset: Tyrosyl-DNA phosphodiesterase HTS with 341,365 compounds (1) The compound is Clc1c(NC(=O)Cn2nc(nn2)c2ccc(CN3CCC(CC3)C)cc2)cccc1. The result is 0 (inactive). (2) The drug is S(=O)(=O)(N(C)C)c1cc(NC(=O)COC(=O)c2c(oc(c2)C)C)c(cc1)C. The result is 0 (inactive). (3) The compound is O(c1c2c([nH]c(=O)c(CCNC(=O)CC(C)C)c2)c(OC)cc1)C. The result is 0 (inactive).